Dataset: Forward reaction prediction with 1.9M reactions from USPTO patents (1976-2016). Task: Predict the product of the given reaction. (1) Given the reactants [Br:1][C:2]1[C:7]([O:8][CH3:9])=[CH:6][C:5]([C:10]2[O:11][CH:12]=[CH:13][CH:14]=2)=[CH:4][C:3]=1[O:15][CH3:16].C([N-]C(C)C)(C)C.[Li+].CON(C)[C:28](=[O:44])[CH:29]([O:42][CH3:43])[C:30]1[CH:35]=[CH:34][C:33]([N:36]2[CH2:41][CH2:40][O:39][CH2:38][CH2:37]2)=[CH:32][CH:31]=1, predict the reaction product. The product is: [Br:1][C:2]1[C:7]([O:8][CH3:9])=[CH:6][C:5]([C:10]2[O:11][C:12]([C:28](=[O:44])[CH:29]([O:42][CH3:43])[C:30]3[CH:31]=[CH:32][C:33]([N:36]4[CH2:37][CH2:38][O:39][CH2:40][CH2:41]4)=[CH:34][CH:35]=3)=[CH:13][CH:14]=2)=[CH:4][C:3]=1[O:15][CH3:16]. (2) Given the reactants [CH2:1]([C:3]1[CH:11]=[C:10]([CH3:12])[C:9](I)=[CH:8][C:4]=1[C:5]([OH:7])=[O:6])[CH3:2].[Li]CCCC.CN([CH:22]=[O:23])C, predict the reaction product. The product is: [CH2:1]([C:3]1[CH:11]=[C:10]([CH3:12])[C:9]([CH:22]=[O:23])=[CH:8][C:4]=1[C:5]([OH:7])=[O:6])[CH3:2]. (3) Given the reactants [Cl:1][C:2]1[N:7]=[C:6]([NH:8][CH:9]([C:11]2[CH:12]=[C:13]([CH:18]=[CH:19][CH:20]=2)[C:14]([O:16]C)=[O:15])[CH3:10])[CH:5]=[N:4][CH:3]=1.[OH-].[Na+], predict the reaction product. The product is: [Cl:1][C:2]1[N:7]=[C:6]([NH:8][CH:9]([C:11]2[CH:12]=[C:13]([CH:18]=[CH:19][CH:20]=2)[C:14]([OH:16])=[O:15])[CH3:10])[CH:5]=[N:4][CH:3]=1.